Dataset: NCI-60 drug combinations with 297,098 pairs across 59 cell lines. Task: Regression. Given two drug SMILES strings and cell line genomic features, predict the synergy score measuring deviation from expected non-interaction effect. (1) Drug 1: CC12CCC3C(C1CCC2=O)CC(=C)C4=CC(=O)C=CC34C. Drug 2: COC1=NC(=NC2=C1N=CN2C3C(C(C(O3)CO)O)O)N. Cell line: M14. Synergy scores: CSS=42.6, Synergy_ZIP=6.82, Synergy_Bliss=5.14, Synergy_Loewe=-6.65, Synergy_HSA=0.162. (2) Drug 1: CCC(=C(C1=CC=CC=C1)C2=CC=C(C=C2)OCCN(C)C)C3=CC=CC=C3.C(C(=O)O)C(CC(=O)O)(C(=O)O)O. Drug 2: CC(C)CN1C=NC2=C1C3=CC=CC=C3N=C2N. Cell line: U251. Synergy scores: CSS=7.27, Synergy_ZIP=-5.18, Synergy_Bliss=-3.06, Synergy_Loewe=-0.794, Synergy_HSA=-1.72. (3) Drug 1: CC1OCC2C(O1)C(C(C(O2)OC3C4COC(=O)C4C(C5=CC6=C(C=C35)OCO6)C7=CC(=C(C(=C7)OC)O)OC)O)O. Drug 2: CC1=CC=C(C=C1)C2=CC(=NN2C3=CC=C(C=C3)S(=O)(=O)N)C(F)(F)F. Cell line: EKVX. Synergy scores: CSS=10.5, Synergy_ZIP=-7.73, Synergy_Bliss=-0.0437, Synergy_Loewe=2.62, Synergy_HSA=2.02. (4) Drug 1: C1CCC(CC1)NC(=O)N(CCCl)N=O. Drug 2: CC12CCC3C(C1CCC2O)C(CC4=C3C=CC(=C4)O)CCCCCCCCCS(=O)CCCC(C(F)(F)F)(F)F. Cell line: M14. Synergy scores: CSS=-0.641, Synergy_ZIP=-0.0338, Synergy_Bliss=-0.110, Synergy_Loewe=-3.83, Synergy_HSA=-2.78. (5) Drug 1: CCC1=CC2CC(C3=C(CN(C2)C1)C4=CC=CC=C4N3)(C5=C(C=C6C(=C5)C78CCN9C7C(C=CC9)(C(C(C8N6C)(C(=O)OC)O)OC(=O)C)CC)OC)C(=O)OC.C(C(C(=O)O)O)(C(=O)O)O. Drug 2: CN(CCCl)CCCl.Cl. Cell line: U251. Synergy scores: CSS=33.0, Synergy_ZIP=-5.11, Synergy_Bliss=-3.12, Synergy_Loewe=-11.3, Synergy_HSA=-1.81. (6) Drug 2: CN(C)N=NC1=C(NC=N1)C(=O)N. Cell line: U251. Synergy scores: CSS=46.0, Synergy_ZIP=-7.15, Synergy_Bliss=-8.07, Synergy_Loewe=-32.8, Synergy_HSA=-5.74. Drug 1: COC1=CC(=CC(=C1O)OC)C2C3C(COC3=O)C(C4=CC5=C(C=C24)OCO5)OC6C(C(C7C(O6)COC(O7)C8=CC=CS8)O)O.